From a dataset of Full USPTO retrosynthesis dataset with 1.9M reactions from patents (1976-2016). Predict the reactants needed to synthesize the given product. (1) Given the product [C:16]([O:9][CH2:8][CH2:7][C:1]1[CH:6]=[CH:5][CH:4]=[CH:3][CH:2]=1)(=[O:20])[CH:17]=[CH2:18], predict the reactants needed to synthesize it. The reactants are: [C:1]1([CH2:7][CH2:8][OH:9])[CH:6]=[CH:5][CH:4]=[CH:3][CH:2]=1.C(=O)([O-])[O-].[K+].[K+].[C:16](Cl)(=[O:20])[C:17](C)=[CH2:18].CO. (2) Given the product [C:1]([C:4]1[S:8][C:7]([C:9]([NH:11][C:12]2[CH:17]=[CH:16][C:15]([Cl:18])=[C:14]([C:22]3[CH:23]=[CH:24][CH:25]=[CH:26][N:21]=3)[CH:13]=2)=[O:10])=[CH:6][CH:5]=1)(=[O:3])[CH3:2], predict the reactants needed to synthesize it. The reactants are: [C:1]([C:4]1[S:8][C:7]([C:9]([NH:11][C:12]2[CH:17]=[CH:16][C:15]([Cl:18])=[C:14](I)[CH:13]=2)=[O:10])=[CH:6][CH:5]=1)(=[O:3])[CH3:2].[Br-].[N:21]1[CH:26]=[CH:25][CH:24]=[CH:23][C:22]=1[Zn+]. (3) Given the product [CH2:1]([N:3]1[CH2:7][CH2:6][C@@H:5]([NH:8][C:9]([CH2:11][C:12]2[CH:17]=[C:16]([F:18])[CH:15]=[CH:14][C:13]=2[S:19]([NH:22][C:23]2[C:32]([C:33]([O:35][CH3:36])=[O:34])=[C:31]3[C:26]([CH:27]4[CH2:37][CH:28]4[CH2:29][O:30]3)=[CH:25][CH:24]=2)(=[O:21])=[O:20])=[O:10])[CH2:4]1)[CH3:2], predict the reactants needed to synthesize it. The reactants are: [CH2:1]([N:3]1[CH2:7][CH2:6][C@H:5]([NH:8][C:9]([CH2:11][C:12]2[CH:17]=[C:16]([F:18])[CH:15]=[CH:14][C:13]=2[S:19]([NH:22][C:23]2[C:32]([C:33]([O:35][CH3:36])=[O:34])=[C:31]3[C:26]([CH:27]4[CH2:37][CH:28]4[CH2:29][O:30]3)=[CH:25][CH:24]=2)(=[O:21])=[O:20])=[O:10])[CH2:4]1)[CH3:2].C(CC1C=C(F)C=CC=1S(NC1C(C(OC)=O)=C2C(C3CC3CO2)=CC=1)(=O)=O)(O)=O. (4) The reactants are: [CH3:1][C:2]1([C:7]2[O:11][C:10]([CH2:12][N:13]3[CH:17]=[CH:16][C:15]([NH2:18])=[N:14]3)=[CH:9][CH:8]=2)[O:6]CCO1.[CH2:19]([C:26]1[O:27][C:28]([C:34]2[CH:39]=[CH:38][CH:37]=[CH:36][CH:35]=2)=[C:29]([C:31](O)=[O:32])[N:30]=1)[C:20]1[CH:25]=[CH:24][CH:23]=[CH:22][CH:21]=1. Given the product [C:2]([C:7]1[O:11][C:10]([CH2:12][N:13]2[CH:17]=[CH:16][C:15]([NH:18][C:31]([C:29]3[N:30]=[C:26]([CH2:19][C:20]4[CH:25]=[CH:24][CH:23]=[CH:22][CH:21]=4)[O:27][C:28]=3[C:34]3[CH:39]=[CH:38][CH:37]=[CH:36][CH:35]=3)=[O:32])=[N:14]2)=[CH:9][CH:8]=1)(=[O:6])[CH3:1], predict the reactants needed to synthesize it. (5) Given the product [CH3:19][O:18][C:15]1[CH:14]=[CH:13][C:12]([C@@H:10]2[C@@H:9]([O:20][CH2:21][C:22]3[CH:23]=[CH:24][C:25]4[O:30][CH2:29][CH2:28][N:27]([CH2:31][CH2:32][CH2:33][O:34][CH3:35])[C:26]=4[CH:36]=3)[CH2:8][N:7]([S:37]([C:40]3[CH:45]=[CH:44][C:43]([CH3:46])=[CH:42][CH:41]=3)(=[O:38])=[O:39])[C@H:6]([CH2:5][C:4]([CH3:48])([CH3:47])[C:3]([OH:49])=[O:2])[CH2:11]2)=[CH:17][CH:16]=1, predict the reactants needed to synthesize it. The reactants are: C[O:2][C:3](=[O:49])[C:4]([CH3:48])([CH3:47])[CH2:5][C@@H:6]1[CH2:11][C@H:10]([C:12]2[CH:17]=[CH:16][C:15]([O:18][CH3:19])=[CH:14][CH:13]=2)[C@@H:9]([O:20][CH2:21][C:22]2[CH:23]=[CH:24][C:25]3[O:30][CH2:29][CH2:28][N:27]([CH2:31][CH2:32][CH2:33][O:34][CH3:35])[C:26]=3[CH:36]=2)[CH2:8][N:7]1[S:37]([C:40]1[CH:45]=[CH:44][C:43]([CH3:46])=[CH:42][CH:41]=1)(=[O:39])=[O:38].[OH-].[Na+]. (6) The reactants are: Br[CH2:2][CH2:3][CH2:4][CH2:5][CH2:6][O:7][CH2:8][C:9]1[CH:14]=[CH:13][CH:12]=[CH:11][CH:10]=1.C[N+]([O-:19])(C)C.O. Given the product [CH2:8]([O:7][CH2:6][CH2:5][CH2:4][CH2:3][CH:2]=[O:19])[C:9]1[CH:14]=[CH:13][CH:12]=[CH:11][CH:10]=1, predict the reactants needed to synthesize it.